Dataset: Forward reaction prediction with 1.9M reactions from USPTO patents (1976-2016). Task: Predict the product of the given reaction. (1) Given the reactants Cl.[O:2]=[C:3]1[C:12]2[C:7](=[CH:8][CH:9]=[CH:10][CH:11]=2)[N:6]([C:13]2[CH:18]=[CH:17][CH:16]=[CH:15][CH:14]=2)[C:5]([C:19]([O:21][CH3:22])=[O:20])=[C:4]1[CH2:23][CH:24]1[CH2:29][CH2:28][NH:27][CH2:26][CH2:25]1.[C:30]1([C:36]2[CH:40]=[C:39]([CH:41]=O)[O:38][N:37]=2)[CH:35]=[CH:34][CH:33]=[CH:32][CH:31]=1.C(N(C(C)C)CC)(C)C.C(O[BH-](OC(=O)C)OC(=O)C)(=O)C.[Na+], predict the reaction product. The product is: [O:2]=[C:3]1[C:12]2[C:7](=[CH:8][CH:9]=[CH:10][CH:11]=2)[N:6]([C:13]2[CH:18]=[CH:17][CH:16]=[CH:15][CH:14]=2)[C:5]([C:19]([O:21][CH3:22])=[O:20])=[C:4]1[CH2:23][CH:24]1[CH2:29][CH2:28][N:27]([CH2:41][C:39]2[O:38][N:37]=[C:36]([C:30]3[CH:31]=[CH:32][CH:33]=[CH:34][CH:35]=3)[CH:40]=2)[CH2:26][CH2:25]1. (2) Given the reactants S(Cl)([Cl:3])=O.[C:5]([N:8]1[CH2:13][CH2:12][CH:11]([CH2:14][CH2:15][C:16]([OH:18])=O)[CH2:10][CH2:9]1)(=[O:7])[CH3:6], predict the reaction product. The product is: [C:5]([N:8]1[CH2:13][CH2:12][CH:11]([CH2:14][CH2:15][C:16]([Cl:3])=[O:18])[CH2:10][CH2:9]1)(=[O:7])[CH3:6]. (3) Given the reactants N1C=CC=NN=1.[N+]([C:10]1[CH:15]=[CH:14][CH:13]=[CH:12][CH:11]=1)([O-])=O.[C:16]1([CH:22]2[CH:26]=[CH:25]SS2)[CH:21]=[CH:20][CH:19]=[CH:18][CH:17]=1.[OH-:27].[Na+], predict the reaction product. The product is: [C:10]1([CH:25]=[CH:26][C:22]([C:16]2[CH:21]=[CH:20][CH:19]=[CH:18][CH:17]=2)=[O:27])[CH:15]=[CH:14][CH:13]=[CH:12][CH:11]=1. (4) Given the reactants Br[CH2:2][C:3](=O)[CH2:4][CH:5]1[CH2:10][CH2:9][N:8]([C:11]([O:13][C:14]([CH3:17])([CH3:16])[CH3:15])=[O:12])[CH2:7][CH2:6]1.[Br:19][C:20]1[CH:21]=[C:22]([O:30][C:31]2[CH:36]=[CH:35][CH:34]=[CH:33][CH:32]=2)[C:23]([NH:26][C:27]([NH2:29])=[S:28])=[N:24][CH:25]=1.C(N(CC)CC)C, predict the reaction product. The product is: [Br:19][C:20]1[CH:21]=[C:22]([O:30][C:31]2[CH:32]=[CH:33][CH:34]=[CH:35][CH:36]=2)[C:23]([NH:26][C:27]2[S:28][CH:2]=[C:3]([CH2:4][CH:5]3[CH2:10][CH2:9][N:8]([C:11]([O:13][C:14]([CH3:17])([CH3:16])[CH3:15])=[O:12])[CH2:7][CH2:6]3)[N:29]=2)=[N:24][CH:25]=1.